Predict the product of the given reaction. From a dataset of Forward reaction prediction with 1.9M reactions from USPTO patents (1976-2016). (1) Given the reactants [Br:1][C:2]1[CH:3]=[CH:4][C:5]([N:8]2[CH2:12][CH2:11][CH:10]([N:13](C)C)[CH2:9]2)=[N:6][CH:7]=1.CS(OC1CCN(C2C=CC(Br)=CN=2)C1)(=O)=O.N.CCN(C(C)C)C(C)C, predict the reaction product. The product is: [Br:1][C:2]1[CH:3]=[CH:4][C:5]([N:8]2[CH2:12][CH2:11][CH:10]([NH2:13])[CH2:9]2)=[N:6][CH:7]=1. (2) Given the reactants [F:1][C:2]1[CH:7]=[CH:6][CH:5]=[C:4]([F:8])[C:3]=1[CH2:9][S:10]([C:13]1[CH:14]=[C:15]2[C:19](=[CH:20][CH:21]=1)[NH:18][C:17](=[O:22])/[C:16]/2=[CH:23]\[C:24]1[NH:28][C:27]([CH3:29])=[C:26]([C:30]([OH:32])=O)[C:25]=1[CH3:33])(=[O:12])=[O:11].CCN=C=NCCCN(C)C.C1C=CC2N(O)N=NC=2C=1.[N:55]1([CH2:60][C@H:61]2[CH2:65][CH2:64][CH2:63][NH:62]2)[CH2:59][CH2:58][CH2:57][CH2:56]1, predict the reaction product. The product is: [F:8][C:4]1[CH:5]=[CH:6][CH:7]=[C:2]([F:1])[C:3]=1[CH2:9][S:10]([C:13]1[CH:14]=[C:15]2[C:19](=[CH:20][CH:21]=1)[NH:18][C:17](=[O:22])/[C:16]/2=[CH:23]\[C:24]1[NH:28][C:27]([CH3:29])=[C:26]([C:30]([N:62]2[CH2:63][CH2:64][CH2:65][C@@H:61]2[CH2:60][N:55]2[CH2:59][CH2:58][CH2:57][CH2:56]2)=[O:32])[C:25]=1[CH3:33])(=[O:11])=[O:12].